Dataset: Forward reaction prediction with 1.9M reactions from USPTO patents (1976-2016). Task: Predict the product of the given reaction. Given the reactants [CH3:1][C:2]([CH3:9])([CH2:7][OH:8])[C:3]([O:5][CH3:6])=[O:4].N1C=CN=C1.Cl[Si:16]([CH:23]([CH3:25])[CH3:24])([CH:20]([CH3:22])[CH3:21])[CH:17]([CH3:19])[CH3:18], predict the reaction product. The product is: [CH3:6][O:5][C:3](=[O:4])[C:2]([CH3:9])([CH3:1])[CH2:7][O:8][Si:16]([CH:23]([CH3:25])[CH3:24])([CH:20]([CH3:22])[CH3:21])[CH:17]([CH3:19])[CH3:18].